This data is from Forward reaction prediction with 1.9M reactions from USPTO patents (1976-2016). The task is: Predict the product of the given reaction. (1) The product is: [Cl:1][C:2]1[CH:3]=[CH:4][C:5]([C@H:8]2[C@@H:12]([C:13]3[CH:14]=[CH:15][C:16]([Cl:19])=[CH:17][CH:18]=3)[N:11]([C:20]([N:47]3[CH2:48][CH2:49][N:44]([CH2:43][CH2:42][CH2:41][S:38]([CH3:37])(=[O:39])=[O:40])[CH2:45][CH2:46]3)=[O:21])[C:10]([C:23]3[CH:28]=[C:27]([C:29]([CH3:30])([CH3:31])[C:32]#[N:33])[CH:26]=[CH:25][C:24]=3[O:34][CH2:35][CH3:36])=[N:9]2)=[CH:6][CH:7]=1. Given the reactants [Cl:1][C:2]1[CH:7]=[CH:6][C:5]([C@H:8]2[C@@H:12]([C:13]3[CH:18]=[CH:17][C:16]([Cl:19])=[CH:15][CH:14]=3)[N:11]([C:20](Cl)=[O:21])[C:10]([C:23]3[CH:28]=[C:27]([C:29]([C:32]#[N:33])([CH3:31])[CH3:30])[CH:26]=[CH:25][C:24]=3[O:34][CH2:35][CH3:36])=[N:9]2)=[CH:4][CH:3]=1.[CH3:37][S:38]([CH2:41][CH2:42][CH2:43][N:44]1[CH2:49][CH2:48][NH:47][CH2:46][CH2:45]1)(=[O:40])=[O:39], predict the reaction product. (2) The product is: [I-:3].[CH2:62]([N:61]([C:4]1[CH:5]=[CH:6][C:7]2[NH:8][C:9]3[C:14]([SeH+:15][C:16]=2[CH:17]=1)=[CH:13][C:12]([N:31]([CH2:30][CH2:29][CH2:28][CH2:27][CH2:40][CH3:39])[CH2:32][CH2:37][CH2:36][CH2:35][CH2:34][CH3:33])=[CH:11][CH:10]=3)[CH2:55][CH2:56][CH2:57][CH2:58][CH2:59][CH3:60])[CH2:63][CH2:64][CH2:65][CH2:66][CH3:67]. Given the reactants O.[I-].[I:3][C:4]1[CH:5]=[C+:6][C:7]2[NH:8][C:9]3[C:14]([Se:15][C:16]=2[CH:17]=1)=[CH:13][C:12](I)=[CH:11][CH:10]=3.[I-].C(N([C:27]1[CH:28]=[CH:29][C:30]2[NH:31][C:32]3[C:37]([SeH+][C:39]=2[CH:40]=1)=[CH:36][C:35](N(CCC)CCC)=[CH:34][CH:33]=3)CCC)CC.C(N(CC)CC)C.[CH2:55]([NH:61][CH2:62][CH2:63][CH2:64][CH2:65][CH2:66][CH3:67])[CH2:56][CH2:57][CH2:58][CH2:59][CH3:60], predict the reaction product. (3) Given the reactants [NH2:1][C:2]1[CH:6]=[C:5]([C:7]2[CH:12]=[CH:11][C:10]([Cl:13])=[CH:9][CH:8]=2)[S:4][C:3]=1[C:14]([O:16][CH3:17])=[O:15].[Cl:18][C:19]([Cl:26])([Cl:25])[C:20]([N:22]=[C:23]=[O:24])=[O:21], predict the reaction product. The product is: [Cl:13][C:10]1[CH:9]=[CH:8][C:7]([C:5]2[S:4][C:3]([C:14]([O:16][CH3:17])=[O:15])=[C:2]([NH:1][C:23]([NH:22][C:20](=[O:21])[C:19]([Cl:26])([Cl:25])[Cl:18])=[O:24])[CH:6]=2)=[CH:12][CH:11]=1. (4) Given the reactants [CH:1]([O:3][CH:4]1[CH2:9][CH2:8][CH2:7][CH2:6][CH2:5]1)=[CH2:2].C([O:12][CH2:13]C(CC)CCCC)=C.[CH:21]([O:23]CCOCCOC=C)=C.C1C2C(=CC3C(C=2CO)=CC=CC=3)C=CC=1.C(OCCCCOC=C)=C.C(OCC1(COC=C)CCCCC1)=C.C(OC(OC=C)CCCCCCCC)=C.C1(CO)C=CC=C(CO)C=1.[H-].[Al+3].[Li+].[H-].[H-].[H-].C(Cl)(=O)C1C=CC=C(C(Cl)=O)C=1, predict the reaction product. The product is: [CH:1]([O:3][CH:4]=[CH2:5])=[CH2:2].[C:4]1([CH2:13][OH:12])[CH:5]=[CH:6][CH:7]=[C:8]([CH2:21][OH:23])[CH:9]=1. (5) Given the reactants [N:1]1[C:10]2[C:5](=[C:6]([CH2:11][C:12]([O:14]C(C)(C)C)=[O:13])[CH:7]=[CH:8][CH:9]=2)[N:4]=[CH:3][CH:2]=1.Cl, predict the reaction product. The product is: [N:1]1[C:10]2[C:5](=[C:6]([CH2:11][C:12]([OH:14])=[O:13])[CH:7]=[CH:8][CH:9]=2)[N:4]=[CH:3][CH:2]=1. (6) Given the reactants [OH:1][CH2:2][CH2:3][C:4]([OH:6])=[O:5].[OH-].[K+].[CH:9]1[CH:14]=[CH:13][C:12]([CH2:15]Br)=[CH:11][CH:10]=1, predict the reaction product. The product is: [OH:1][CH2:2][CH2:3][C:4]([O:6][CH2:15][C:12]1[CH:13]=[CH:14][CH:9]=[CH:10][CH:11]=1)=[O:5]. (7) Given the reactants Cl[C:2]1[C:3]2[CH2:11][CH2:10][N:9]([C:12]3[CH:17]=[C:16]([C:18]([F:21])([F:20])[F:19])[CH:15]=[CH:14][N:13]=3)[CH2:8][C:4]=2[N:5]=[CH:6][N:7]=1.[CH3:22][O:23][C:24]1[CH:25]=[C:26]([CH:28]=[CH:29][CH:30]=1)[NH2:27].C(#N)C.I.[Na], predict the reaction product. The product is: [F:19][C:18]([F:21])([F:20])[C:16]1[CH:15]=[CH:14][N:13]=[C:12]([N:9]2[CH2:10][CH2:11][C:3]3[C:2]([NH:27][C:26]4[CH:28]=[CH:29][CH:30]=[C:24]([O:23][CH3:22])[CH:25]=4)=[N:7][CH:6]=[N:5][C:4]=3[CH2:8]2)[CH:17]=1.